Predict the product of the given reaction. From a dataset of Forward reaction prediction with 1.9M reactions from USPTO patents (1976-2016). Given the reactants [OH:1][CH2:2][C@@H:3]([C@H:5]([C@@H:7]([C@@H:9]([CH2:11][OH:12])[OH:10])[OH:8])[OH:6])[OH:4].[C:13]1(=[O:20])[O:19][C:17](=[O:18])[CH2:16][C:14]1=[CH2:15], predict the reaction product. The product is: [C:13]([OH:19])(=[O:20])[C:14]([CH2:16][C:17]([OH:1])=[O:18])=[CH2:15].[C:13]([OH:19])(=[O:20])[C:14]([CH2:16][C:17]([OH:1])=[O:18])=[CH2:15].[OH:12][CH2:11][C@@H:9]([C@H:7]([C@@H:5]([C@@H:3]([CH2:2][OH:1])[OH:4])[OH:6])[OH:8])[OH:10].